This data is from Reaction yield outcomes from USPTO patents with 853,638 reactions. The task is: Predict the reaction yield, written as a fraction of the theoretical maximum amount of product (1.0 means a 100% yield; for example, 0.34 means a 34% yield). (1) The reactants are FC(F)(F)C(O)=O.[O:8]1[C:12]2[CH:13]=[CH:14][CH:15]=[C:16]([S:17]([N:20]3[C:28]4[C:23](=[N:24][CH:25]=[CH:26][CH:27]=4)[C:22]([C:29]4[CH2:34][CH2:33][CH:32]([NH:35]C(=O)OC(C)(C)C)[CH2:31][CH:30]=4)=[CH:21]3)(=[O:19])=[O:18])[C:11]=2[CH2:10][CH2:9]1. The catalyst is ClCCl. The product is [O:8]1[C:12]2[CH:13]=[CH:14][CH:15]=[C:16]([S:17]([N:20]3[C:28]4[C:23](=[N:24][CH:25]=[CH:26][CH:27]=4)[C:22]([C:29]4[CH2:34][CH2:33][CH:32]([NH2:35])[CH2:31][CH:30]=4)=[CH:21]3)(=[O:19])=[O:18])[C:11]=2[CH2:10][CH2:9]1. The yield is 0.850. (2) The reactants are [Cl:1][C:2]1[CH:3]=[C:4]([C:8](=[O:15])[CH2:9][C:10]([O:12][CH2:13][CH3:14])=[O:11])[CH:5]=[CH:6][CH:7]=1.[H-].[Na+].Br[CH2:19][C:20]1[CH:25]=[CH:24][C:23]([CH2:26][C:27]([F:33])([F:32])[C:28]([F:31])([F:30])[F:29])=[CH:22][CH:21]=1. The catalyst is C(COC)OC. The product is [Cl:1][C:2]1[CH:3]=[C:4]([C:8](=[O:15])[CH:9]([CH2:19][C:20]2[CH:25]=[CH:24][C:23]([CH2:26][C:27]([F:32])([F:33])[C:28]([F:29])([F:30])[F:31])=[CH:22][CH:21]=2)[C:10]([O:12][CH2:13][CH3:14])=[O:11])[CH:5]=[CH:6][CH:7]=1. The yield is 0.860. (3) The reactants are [CH2:1]([O:8][CH2:9][CH2:10][NH:11][CH3:12])[C:2]1[CH:7]=[CH:6][CH:5]=[CH:4][CH:3]=1.O=[C:14]1[CH2:17][N:16]([C:18]([O:20][C:21]([CH3:24])([CH3:23])[CH3:22])=[O:19])[CH2:15]1.[BH3-]C#N.[Na+].O. The product is [CH2:1]([O:8][CH2:9][CH2:10][N:11]([CH3:12])[CH:14]1[CH2:17][N:16]([C:18]([O:20][C:21]([CH3:24])([CH3:23])[CH3:22])=[O:19])[CH2:15]1)[C:2]1[CH:7]=[CH:6][CH:5]=[CH:4][CH:3]=1. The yield is 0.340. The catalyst is C(Cl)Cl. (4) The reactants are C[O:2][C:3]([C:5]1[S:6][CH:7]=[C:8]([Br:10])[CH:9]=1)=[O:4].[OH-:11].[Na+].CO.O.Cl. The catalyst is C(OCC)(=O)C. The product is [Br:10][C:8]1[C:9]([OH:11])=[C:5]([C:3]([OH:2])=[O:4])[S:6][CH:7]=1. The yield is 0.694. (5) The reactants are [OH:1][C:2]1[N:6]([C:7]2[CH:12]=[C:11]([C:13]#[N:14])[CH:10]=[CH:9][N:8]=2)[N:5]=[CH:4][CH:3]=1.[F:15][C:16]1[CH:23]=[CH:22][C:19]([CH2:20]O)=[CH:18][CH:17]=1.C1C=CC(P(C2C=CC=CC=2)C2C=CC=CC=2)=CC=1.CN(C(/N=N/C(N(C)C)=O)=O)C. The catalyst is C1COCC1. The product is [F:15][C:16]1[CH:23]=[CH:22][C:19]([CH2:20][O:1][C:2]2[N:6]([C:7]3[CH:12]=[C:11]([C:13]#[N:14])[CH:10]=[CH:9][N:8]=3)[N:5]=[CH:4][CH:3]=2)=[CH:18][CH:17]=1. The yield is 0.130. (6) The reactants are [C:1]([C:5]1[CH:10]=[CH:9][C:8]([C:11]2[S:12][CH:13]=[C:14]([C:17]([CH3:19])=[O:18])[C:15]=2[OH:16])=[CH:7][CH:6]=1)([CH3:4])([CH3:3])[CH3:2].[Br:20]N1C(=O)CCC1=O.O. The product is [Br:20][C:13]1[S:12][C:11]([C:8]2[CH:7]=[CH:6][C:5]([C:1]([CH3:4])([CH3:2])[CH3:3])=[CH:10][CH:9]=2)=[C:15]([OH:16])[C:14]=1[C:17]([CH3:19])=[O:18]. The yield is 0.860. The catalyst is C(Cl)(Cl)Cl.C(OOC(=O)C1C=CC=CC=1)(=O)C1C=CC=CC=1.